Task: Predict the product of the given reaction.. Dataset: Forward reaction prediction with 1.9M reactions from USPTO patents (1976-2016) (1) Given the reactants F[C:2]1[CH:12]=[CH:11][C:5]([C:6]([O:8][CH2:9][CH3:10])=[O:7])=[CH:4][CH:3]=1.[Br:13][C:14]1[CH:15]=[N:16][NH:17][CH:18]=1.C(=O)([O-])[O-].[K+].[K+], predict the reaction product. The product is: [Br:13][C:14]1[CH:15]=[N:16][N:17]([C:2]2[CH:12]=[CH:11][C:5]([C:6]([O:8][CH2:9][CH3:10])=[O:7])=[CH:4][CH:3]=2)[CH:18]=1. (2) Given the reactants C=C1CC[N:5]([C:8]([O:10][C:11]([CH3:14])([CH3:13])[CH3:12])=[O:9])[CH2:4][CH2:3]1.C[N+]1([O-])CC[O:19]CC1.S([O-])([O-])=O.[Na+].[Na+].[O:29]1[CH2:33][CH2:32][CH2:31][CH2:30]1.O, predict the reaction product. The product is: [OH:19][C:32]1([CH2:33][OH:29])[CH2:3][CH2:4][N:5]([C:8]([O:10][C:11]([CH3:14])([CH3:13])[CH3:12])=[O:9])[CH2:30][CH2:31]1. (3) Given the reactants [CH3:1][N:2]1[C:14]2[C:13]3[N:12]=[C:11](SC)[N:10]=[CH:9][C:8]=3[CH2:7][CH2:6][C:5]=2[C:4]([C:17]([NH2:19])=[O:18])=[N:3]1.O[O:21][S:22]([O-:24])=O.[K+].O.[C:27](OCC)(=O)C, predict the reaction product. The product is: [CH3:1][N:2]1[C:14]2[C:13]3[N:12]=[C:11]([S:22]([CH3:27])(=[O:24])=[O:21])[N:10]=[CH:9][C:8]=3[CH2:7][CH2:6][C:5]=2[C:4]([C:17]([NH2:19])=[O:18])=[N:3]1. (4) Given the reactants [CH2:1]([N:3]([CH2:30][CH3:31])[C:4]1[CH:5]=[C:6]([CH:27]=[CH:28][CH:29]=1)[O:7][C:8]1[CH:13]=[CH:12][CH:11]=[CH:10][C:9]=1[NH:14][S:15]([C:18]1[CH:26]=[CH:25][C:21]([C:22](O)=[O:23])=[CH:20][CH:19]=1)(=[O:17])=[O:16])[CH3:2].[N:32]1([CH:38]2[CH2:43][CH2:42][N:41]([C:44]3[CH:49]=[CH:48][C:47]([NH2:50])=[CH:46][CH:45]=3)[CH2:40][CH2:39]2)[CH2:37][CH2:36][CH2:35][CH2:34][CH2:33]1, predict the reaction product. The product is: [N:32]1([CH:38]2[CH2:43][CH2:42][N:41]([C:44]3[CH:45]=[CH:46][C:47]([NH:50][C:22](=[O:23])[C:21]4[CH:20]=[CH:19][C:18]([S:15](=[O:17])(=[O:16])[NH:14][C:9]5[CH:10]=[CH:11][CH:12]=[CH:13][C:8]=5[O:7][C:6]5[CH:27]=[CH:28][CH:29]=[C:4]([N:3]([CH2:30][CH3:31])[CH2:1][CH3:2])[CH:5]=5)=[CH:26][CH:25]=4)=[CH:48][CH:49]=3)[CH2:40][CH2:39]2)[CH2:33][CH2:34][CH2:35][CH2:36][CH2:37]1. (5) Given the reactants [Cl:1][C:2]1[CH:7]=[CH:6][CH:5]=[C:4]([Cl:8])[C:3]=1[C:9]1[C:17]2[O:16][CH:15]([CH2:18]O)[CH2:14][C:13]=2[CH:12]=[C:11]([F:20])[CH:10]=1.C1(P(C2C=CC=CC=2)C2C=CC=CC=2)C=CC=CC=1.[N:40]([C:47](OCC)=O)=NC(OCC)=O.OC(C)(C)C#N, predict the reaction product. The product is: [Cl:1][C:2]1[CH:7]=[CH:6][CH:5]=[C:4]([Cl:8])[C:3]=1[C:9]1[C:17]2[O:16][CH:15]([CH2:18][CH2:47][NH2:40])[CH2:14][C:13]=2[CH:12]=[C:11]([F:20])[CH:10]=1. (6) Given the reactants [H-].[Na+].[CH3:3][C:4]1[NH:5][C:6]([N+:9]([O-:11])=[O:10])=[CH:7][N:8]=1.CS(O[CH2:17][CH2:18][C:19]#[CH:20])(=O)=O, predict the reaction product. The product is: [CH2:20]([N:8]1[CH:7]=[C:6]([N+:9]([O-:11])=[O:10])[N:5]=[C:4]1[CH3:3])[CH2:19][C:18]#[CH:17]. (7) Given the reactants Br[C:2]1[N:7]=[C:6]([N:8]2[C:16]3[CH:15]=[C:14]([Cl:17])[N:13]=[CH:12][C:11]=3[CH:10]=[N:9]2)[CH:5]=[CH:4][CH:3]=1.[O:18]=[C:19]1[C@@H:24]([NH:25][C:26](=[O:32])[O:27][C:28]([CH3:31])([CH3:30])[CH3:29])[CH2:23][CH2:22][CH2:21][NH:20]1.C(=O)([O-])[O-].[K+].[K+].CNCCNC, predict the reaction product. The product is: [Cl:17][C:14]1[N:13]=[CH:12][C:11]2[CH:10]=[N:9][N:8]([C:6]3[N:7]=[C:2]([N:20]4[CH2:21][CH2:22][CH2:23][C@H:24]([NH:25][C:26](=[O:32])[O:27][C:28]([CH3:29])([CH3:30])[CH3:31])[C:19]4=[O:18])[CH:3]=[CH:4][CH:5]=3)[C:16]=2[CH:15]=1. (8) Given the reactants [F:1][C:2]([F:17])([F:16])[C:3]1[CH:8]=[CH:7][C:6]([C:9]2[CH:14]=[CH:13][N+:12]([O-])=[CH:11][CH:10]=2)=[CH:5][CH:4]=1.CC(OC(C)=O)=[O:20], predict the reaction product. The product is: [F:1][C:2]([F:17])([F:16])[C:3]1[CH:8]=[CH:7][C:6]([C:9]2[CH:14]=[CH:13][NH:12][C:11](=[O:20])[CH:10]=2)=[CH:5][CH:4]=1. (9) Given the reactants [C:1]([C@@H:4]1[CH2:8][CH2:7][CH2:6][C@@H:5]1[NH:9][C:10](=[O:16])[O:11][C:12]([CH3:15])([CH3:14])[CH3:13])(=O)[NH2:2].CN(C=O)C.ClC1N=C(Cl)N=C(Cl)N=1, predict the reaction product. The product is: [C:1]([C@@H:4]1[CH2:8][CH2:7][CH2:6][C@@H:5]1[NH:9][C:10](=[O:16])[O:11][C:12]([CH3:14])([CH3:13])[CH3:15])#[N:2]. (10) Given the reactants C([O:3][C:4](=[O:18])[CH:5]([OH:17])[CH:6]1[C:11](=[O:12])[NH:10][C:9]2[CH:13]=[CH:14][CH:15]=[CH:16][C:8]=2[S:7]1)C.[OH-].[Na+].O, predict the reaction product. The product is: [OH:17][CH:5]([CH:6]1[C:11](=[O:12])[NH:10][C:9]2[CH:13]=[CH:14][CH:15]=[CH:16][C:8]=2[S:7]1)[C:4]([OH:18])=[O:3].